This data is from Forward reaction prediction with 1.9M reactions from USPTO patents (1976-2016). The task is: Predict the product of the given reaction. Given the reactants C[Sn](C)(C)C.[C@@H:6]1([N:14]2[CH:18]=[C:17](I)[CH:16]=[C:15]2[N+:20]([O-:22])=[O:21])[O:11][C@H:10]([CH2:12][OH:13])[C@@H:8]([OH:9])[CH2:7]1.[C:23]1([As](C2C=CC=CC=2)C2C=CC=CC=2)C=CC=CC=1, predict the reaction product. The product is: [C@@H:6]1([N:14]2[CH:18]=[C:17]([CH3:23])[CH:16]=[C:15]2[N+:20]([O-:22])=[O:21])[O:11][C@H:10]([CH2:12][OH:13])[C@@H:8]([OH:9])[CH2:7]1.